Dataset: Catalyst prediction with 721,799 reactions and 888 catalyst types from USPTO. Task: Predict which catalyst facilitates the given reaction. (1) Reactant: F[C:2]1[C:3]([C:9]#[N:10])=[N:4][C:5]([F:8])=[CH:6][N:7]=1.C([O-])(=[O:13])C.[Na+].C(OCC)(=O)C.Cl. Product: [F:8][C:5]1[N:4]=[C:3]([C:9]#[N:10])[C:2](=[O:13])[NH:7][CH:6]=1. The catalyst class is: 35. (2) Reactant: [F:1][C:2]1[C:3]([N+:24]([O-])=O)=[C:4]([NH:9][CH:10]2[CH2:15][CH2:14][N:13]([C@H:16]3[CH2:21][CH2:20][C@@H:19]([O:22][CH3:23])[CH2:18][CH2:17]3)[CH2:12][CH2:11]2)[CH:5]=[C:6]([CH3:8])[CH:7]=1.O.NN. Product: [F:1][C:2]1[CH:7]=[C:6]([CH3:8])[CH:5]=[C:4]([NH:9][CH:10]2[CH2:15][CH2:14][N:13]([C@H:16]3[CH2:21][CH2:20][C@@H:19]([O:22][CH3:23])[CH2:18][CH2:17]3)[CH2:12][CH2:11]2)[C:3]=1[NH2:24]. The catalyst class is: 171. (3) Reactant: [Cl:1][C:2]1[C:3]([O:9][C:10]2[CH:15]=[C:14]([O:16][CH:17]([CH3:19])[CH3:18])[CH:13]=[CH:12][C:11]=2[CH2:20][CH2:21][CH2:22][OH:23])=[N:4][CH:5]=[C:6]([Cl:8])[CH:7]=1.O[C:25]1[CH:29]=[C:28]([CH2:30][CH2:31][C:32]([O:34]CC)=[O:33])[N:27]([C:37]2[CH:42]=[CH:41][CH:40]=[CH:39][CH:38]=2)[N:26]=1.C(P(CCCC)CCCC)CCC.N(C(N1CCCCC1)=O)=NC(N1CCCCC1)=O.O1CCCC1CO.[OH-].[Na+].Cl. Product: [Cl:1][C:2]1[C:3]([O:9][C:10]2[CH:15]=[C:14]([O:16][CH:17]([CH3:18])[CH3:19])[CH:13]=[CH:12][C:11]=2[CH2:20][CH2:21][CH2:22][O:23][C:25]2[CH:29]=[C:28]([CH2:30][CH2:31][C:32]([OH:34])=[O:33])[N:27]([C:37]3[CH:42]=[CH:41][CH:40]=[CH:39][CH:38]=3)[N:26]=2)=[N:4][CH:5]=[C:6]([Cl:8])[CH:7]=1. The catalyst class is: 7. (4) Reactant: [CH:1]1([NH:7][C:8]([CH:10]2[CH2:15][CH2:14][CH2:13][CH:12]([OH:16])[CH2:11]2)=[O:9])[CH2:6][CH2:5][CH2:4][CH2:3][CH2:2]1.[Cl:17][C:18]1[CH:23]=[CH:22][CH:21]=[CH:20][C:19]=1O.C1(P(C2C=CC=CC=2)C2C=CC=CC=2)C=CC=CC=1.N(C(OC(C)C)=O)=NC(OC(C)C)=O. Product: [Cl:17][C:18]1[CH:23]=[CH:22][CH:21]=[CH:20][C:19]=1[O:16][CH:12]1[CH2:13][CH2:14][CH2:15][CH:10]([C:8]([NH:7][CH:1]2[CH2:6][CH2:5][CH2:4][CH2:3][CH2:2]2)=[O:9])[CH2:11]1. The catalyst class is: 7. (5) Reactant: [CH2:1]1[C@H:6]([NH2:7])[C@@H:5]([O:8][C@H:9]2[O:14][C@H:13]([CH2:15][OH:16])[C@@H:12]([OH:17])[C@H:11]([OH:18])[C@H:10]2[NH2:19])[C@H:4]([O:20][C@@H:21]2[O:25][C@H:24]([CH2:26][OH:27])[C@@H:23]([O:28][C@H:29]3[O:34][C@@H:33]([CH2:35][NH2:36])[C@@H:32]([OH:37])[C@H:31]([OH:38])[C@H:30]3[NH2:39])[C@H:22]2[OH:40])[C@@H:3]([OH:41])[C@@H:2]1[NH2:42].[O-]S([O-])(=O)=O.CN(C1C=CC2C(C3C=CC(C([O-])=O)=CC=3C(O)=O)=C3C(OC=2C=1)=CC(=[N+](C)C)C=C3)C. The catalyst class is: 389. Product: [CH2:1]1[C@H:6]([NH2:7])[C@@H:5]([O:8][C@H:9]2[O:14][C@H:13]([CH2:15][OH:16])[C@@H:12]([OH:17])[C@H:11]([OH:18])[C@H:10]2[NH2:19])[C@H:4]([O:20][C@@H:21]2[O:25][C@H:24]([CH2:26][OH:27])[C@@H:23]([O:28][C@H:29]3[O:34][C@@H:33]([CH2:35][NH2:36])[C@@H:32]([OH:37])[C@H:31]([OH:38])[C@H:30]3[NH2:39])[C@H:22]2[OH:40])[C@@H:3]([OH:41])[C@@H:2]1[NH2:42]. (6) Reactant: [N+:1]([C:4]1[CH:5]=[C:6]([CH:9]=[CH:10][CH:11]=1)[CH2:7]Cl)([O-:3])=[O:2].[Br:12][C:13]1[CH:14]=[C:15]([OH:19])[CH:16]=[CH:17][CH:18]=1.C(=O)([O-])[O-].[K+].[K+]. Product: [N+:1]([C:4]1[CH:11]=[CH:10][CH:9]=[C:6]([CH2:7][O:19][C:15]2[CH:16]=[CH:17][CH:18]=[C:13]([Br:12])[CH:14]=2)[CH:5]=1)([O-:3])=[O:2]. The catalyst class is: 21. (7) Reactant: [CH3:1][O:2][C:3]1[CH:4]=[C:5]2[C:10](=[CH:11][C:12]=1[O:13][CH3:14])[N:9]=[CH:8][CH:7]=[C:6]2[O:15][C:16]1[CH:22]=[CH:21][C:19]([NH2:20])=[C:18]([CH3:23])[C:17]=1[CH3:24].C1(C)C=CC=CC=1.[CH2:32]([N:34]([CH2:37]C)[CH2:35]C)[CH3:33].ClC(Cl)([O:42][C:43](=O)[O:44]C(Cl)(Cl)Cl)Cl.CN(C)CCO. Product: [CH3:1][O:2][C:3]1[CH:4]=[C:5]2[C:10](=[CH:11][C:12]=1[O:13][CH3:14])[N:9]=[CH:8][CH:7]=[C:6]2[O:15][C:16]1[CH:22]=[CH:21][C:19]([NH:20][C:43](=[O:42])[O:44][CH2:33][CH2:32][N:34]([CH3:37])[CH3:35])=[C:18]([CH3:23])[C:17]=1[CH3:24]. The catalyst class is: 2. (8) Reactant: FC(F)(F)C(O)=O.[Br:8][C:9]1[CH:10]=[C:11]([CH:20]=[CH:21][CH:22]=1)[C:12]([C:14]1[CH:19]=[CH:18][CH:17]=[CH:16][CH:15]=1)=O.[BH4-].[Na+].[OH-].[Na+]. Product: [CH2:12]([C:11]1[CH:20]=[CH:21][CH:22]=[C:9]([Br:8])[CH:10]=1)[C:14]1[CH:15]=[CH:16][CH:17]=[CH:18][CH:19]=1. The catalyst class is: 2. (9) Reactant: [CH2:1]([O:3][C:4](=[O:18])[CH2:5][CH2:6][C:7]1[C:16]2[CH2:15][CH2:14][CH2:13][CH2:12][C:11]=2[C:10]([OH:17])=[CH:9][CH:8]=1)[CH3:2].Cl[CH2:20][C:21]1[C:22]([CH3:37])=[N:23][C:24]([C:27]2[CH:32]=[CH:31][C:30]([C:33]([F:36])([F:35])[F:34])=[CH:29][CH:28]=2)=[CH:25][CH:26]=1.C(=O)([O-])[O-].[Cs+].[Cs+]. Product: [CH2:1]([O:3][C:4](=[O:18])[CH2:5][CH2:6][C:7]1[C:16]2[CH2:15][CH2:14][CH2:13][CH2:12][C:11]=2[C:10]([O:17][CH2:20][C:21]2[C:22]([CH3:37])=[N:23][C:24]([C:27]3[CH:28]=[CH:29][C:30]([C:33]([F:36])([F:34])[F:35])=[CH:31][CH:32]=3)=[CH:25][CH:26]=2)=[CH:9][CH:8]=1)[CH3:2]. The catalyst class is: 10. (10) Reactant: [Cl:1][C:2]1[CH:7]=[CH:6][C:5]([S:8](Cl)(=[O:10])=[O:9])=[CH:4][CH:3]=1.C(N(CC)CC)C.[NH:19]1[CH2:24][CH2:23][CH:22]([CH2:25][N:26]2[C:34]3[C:29](=[CH:30][C:31]([C:35]4[CH:36]=[N:37][N:38]([CH:40]5[CH2:45][CH2:44][CH2:43][CH2:42][O:41]5)[CH:39]=4)=[CH:32][CH:33]=3)[CH:28]=[CH:27]2)[CH2:21][CH2:20]1.CO. The catalyst class is: 46. Product: [Cl:1][C:2]1[CH:7]=[CH:6][C:5]([S:8]([N:19]2[CH2:24][CH2:23][CH:22]([CH2:25][N:26]3[C:34]4[C:29](=[CH:30][C:31]([C:35]5[CH:36]=[N:37][N:38]([CH:40]6[CH2:45][CH2:44][CH2:43][CH2:42][O:41]6)[CH:39]=5)=[CH:32][CH:33]=4)[CH:28]=[CH:27]3)[CH2:21][CH2:20]2)(=[O:10])=[O:9])=[CH:4][CH:3]=1.